Dataset: Forward reaction prediction with 1.9M reactions from USPTO patents (1976-2016). Task: Predict the product of the given reaction. (1) The product is: [NH2:1][C:4]1[CH:5]=[CH:6][C:7]([O:8][CH2:9][CH2:10][OH:11])=[CH:12][CH:13]=1. Given the reactants [N+:1]([C:4]1[CH:13]=[CH:12][C:7]([O:8][CH2:9][CH2:10][OH:11])=[CH:6][CH:5]=1)([O-])=O.CO.[H][H], predict the reaction product. (2) The product is: [CH:20]([C@H:21]1[CH2:25][CH2:24][C:23](=[O:26])[N:22]1[CH2:27]/[CH:28]=[CH:29]\[C:30]1[S:34][C:33]([C:35]([O:37][CH3:38])=[O:36])=[CH:32][CH:31]=1)=[O:19]. Given the reactants C([C@H]1CCC(=O)N1CCCCCCC(OC)=O)=O.[OH:19][CH2:20][C@H:21]1[CH2:25][CH2:24][C:23](=[O:26])[N:22]1[CH2:27]/[CH:28]=[CH:29]\[C:30]1[S:34][C:33]([C:35]([O:37][CH3:38])=[O:36])=[CH:32][CH:31]=1, predict the reaction product. (3) Given the reactants [Br:1][C:2]1[N:7]=[CH:6][C:5]([CH2:8][C@H:9]2[C:14]([O:15][CH3:16])=N[C@H](C(C)C)C(OC)=[N:10]2)=[CH:4][CH:3]=1.N.C[OH:24], predict the reaction product. The product is: [Br:1][C:2]1[N:7]=[CH:6][C:5]([CH2:8][C@@H:9]([C:14]([O:15][CH3:16])=[O:24])[NH2:10])=[CH:4][CH:3]=1. (4) Given the reactants Br[C:2]1[CH:11]=[CH:10][C:9]2[C:4](=[CH:5][CH:6]=[CH:7][CH:8]=2)[CH:3]=1.[CH:12](=[O:19])[C:13]1[CH:18]=[CH:17][CH:16]=[CH:15][CH:14]=1, predict the reaction product. The product is: [CH:3]1[C:4]2[C:9](=[CH:8][CH:7]=[CH:6][CH:5]=2)[CH:10]=[CH:11][C:2]=1[CH:12]([C:13]1[CH:18]=[CH:17][CH:16]=[CH:15][CH:14]=1)[OH:19]. (5) Given the reactants [F:1][C:2]1[CH:3]=[C:4]([C:8]#[C:9][C:10]2[CH:19]=[C:18]3[C:13]([C:14](=[O:26])[N:15]4[CH2:24][CH2:23][C:22](=O)[CH2:21][CH2:20][C:16]4=[N:17]3)=[CH:12][CH:11]=2)[CH:5]=[CH:6][CH:7]=1.Cl.[NH2:28][OH:29].C([O-])([O-])=O.[Na+].[Na+], predict the reaction product. The product is: [F:1][C:2]1[CH:3]=[C:4]([C:8]#[C:9][C:10]2[CH:19]=[C:18]3[C:13]([C:14](=[O:26])[N:15]4[CH2:24][CH2:23][C:22](=[N:28][OH:29])[CH2:21][CH2:20][C:16]4=[N:17]3)=[CH:12][CH:11]=2)[CH:5]=[CH:6][CH:7]=1.